Dataset: TCR-epitope binding with 47,182 pairs between 192 epitopes and 23,139 TCRs. Task: Binary Classification. Given a T-cell receptor sequence (or CDR3 region) and an epitope sequence, predict whether binding occurs between them. (1) The epitope is FLPRVFSAV. The TCR CDR3 sequence is CASSYVGGEQYF. Result: 1 (the TCR binds to the epitope). (2) The epitope is GTSGSPIIDK. The TCR CDR3 sequence is CASRRLAGFMADTQYF. Result: 0 (the TCR does not bind to the epitope).